This data is from Forward reaction prediction with 1.9M reactions from USPTO patents (1976-2016). The task is: Predict the product of the given reaction. Given the reactants [Se:1]1[CH:5]=[CH:4][CH:3]=[C:2]1[C:6]([OH:8])=[O:7].[NH2:9][C:10]1[N:15]=[C:14](C2SC(C(O)=O)=CC=2)[CH:13]=[CH:12][N:11]=1.COC(C1[Se]C(C(=O)C=CN(C)C)=CC=1)=O, predict the reaction product. The product is: [NH2:9][C:10]1[N:15]=[C:14]([C:5]2[Se:1][C:2]([C:6]([OH:8])=[O:7])=[CH:3][CH:4]=2)[CH:13]=[CH:12][N:11]=1.